From a dataset of Reaction yield outcomes from USPTO patents with 853,638 reactions. Predict the reaction yield, written as a fraction of the theoretical maximum amount of product (1.0 means a 100% yield; for example, 0.34 means a 34% yield). (1) The reactants are [Cl:1][C:2]1[CH:7]=[C:6]([Cl:8])[CH:5]=[CH:4][C:3]=1[CH2:9][N:10]1[C:15](=[O:16])[C:14]([C:17]([NH:19][CH2:20][C:21]([O:23]CC)=[O:22])=[O:18])=[C:13]([OH:26])[C:12]([C:27](OC)=[O:28])=[C:11]1[OH:31].[CH2:32]([NH2:36])[CH2:33][CH2:34][CH3:35]. The catalyst is C(Cl)(Cl)Cl. The product is [CH2:32]([NH:36][C:27]([C:12]1[C:13]([OH:26])=[C:14]([C:17]([NH:19][CH2:20][C:21]([OH:23])=[O:22])=[O:18])[C:15](=[O:16])[N:10]([CH2:9][C:3]2[CH:4]=[CH:5][C:6]([Cl:8])=[CH:7][C:2]=2[Cl:1])[C:11]=1[OH:31])=[O:28])[CH2:33][CH2:34][CH3:35]. The yield is 0.750. (2) The reactants are [OH:1][CH:2]([CH3:5])[CH2:3][NH2:4].C[C:7]1([CH3:27])[C:11]([C:12]([OH:14])=O)=[CH:10][NH:9][CH:8]1/[CH:15]=[C:16]1\[C:17](=[O:26])[NH:18][C:19]2[C:24]\1=[CH:23][C:22]([F:25])=[CH:21][CH:20]=2.CN(C(O[N:36]1[N:44]=[N:43]C2C=CC=[N:42][C:37]1=2)=[N+](C)C)C.F[P-](F)(F)(F)(F)F.[CH3:52]CN(C(C)C)C(C)C. The catalyst is CN(C=O)C.C(Cl)(Cl)Cl. The product is [F:25][C:22]1[CH:23]=[C:24]2[C:19](=[CH:20][CH:21]=1)[NH:18][C:17](=[O:26])/[C:16]/2=[CH:15]\[C:8]1[NH:9][C:10]([CH3:52])=[C:11]([C:12]([NH:4][CH2:3][CH:2]([OH:1])[CH2:5][N:44]2[N:43]=[N:42][CH:37]=[N:36]2)=[O:14])[C:7]=1[CH3:27]. The yield is 0.920. (3) The product is [C:39]([NH:1][CH2:2][CH2:3][O:4]/[N:5]=[CH:6]/[C:7]1[C:8]([F:30])=[C:9]([F:29])[C:10]([NH:20][C:21]2[CH:26]=[CH:25][C:24]([I:27])=[CH:23][C:22]=2[F:28])=[C:11]([CH:19]=1)[C:12]([NH:14][O:15][CH2:16][CH2:17][OH:18])=[O:13])(=[O:41])[CH3:40]. The yield is 0.920. The reactants are [NH2:1][CH2:2][CH2:3][O:4]/[N:5]=[CH:6]/[C:7]1[C:8]([F:30])=[C:9]([F:29])[C:10]([NH:20][C:21]2[CH:26]=[CH:25][C:24]([I:27])=[CH:23][C:22]=2[F:28])=[C:11]([CH:19]=1)[C:12]([NH:14][O:15][CH2:16][CH2:17][OH:18])=[O:13].CN(C)C=O.CON(C(C)=O)[C:39](=[O:41])[CH3:40]. The catalyst is CO. (4) The reactants are C(N(S(F)(F)[F:7])CC)C.[Cl:10][C:11]1[N:16]=[C:15]([C:17](O)([CH3:19])[CH3:18])[C:14]([F:21])=[CH:13][N:12]=1. The catalyst is ClCCl. The product is [Cl:10][C:11]1[N:16]=[C:15]([C:17]([F:7])([CH3:19])[CH3:18])[C:14]([F:21])=[CH:13][N:12]=1. The yield is 0.870. (5) The reactants are [Cl:1][C:2]1[CH:23]=[CH:22][C:5]([O:6][C:7]2[CH:12]=[CH:11][C:10]([C:13]3([CH:16]=[O:17])C[CH2:14]3)=[C:9]([C:18]([F:21])([F:20])[F:19])[CH:8]=2)=[CH:4][CH:3]=1.C[S+](C)C.COS([O-])(=O)=O.[OH-].[K+].[Na+].[Cl-]. The catalyst is CSC. The product is [Cl:1][C:2]1[CH:23]=[CH:22][C:5]([O:6][C:7]2[CH:12]=[CH:11][C:10]([C:13]3([CH3:14])[CH2:16][O:17]3)=[C:9]([C:18]([F:21])([F:20])[F:19])[CH:8]=2)=[CH:4][CH:3]=1. The yield is 0.440. (6) The reactants are [Cl:1][C:2]1[CH:7]=[C:6]([NH2:8])[CH:5]=[CH:4][C:3]=1[C:9]1[CH:14]=[CH:13][C:12]([F:15])=[CH:11][CH:10]=1.[C:16](N1C=CN=C1)(N1C=CN=C1)=[S:17]. The catalyst is ClCCl. The product is [Cl:1][C:2]1[CH:7]=[C:6]([N:8]=[C:16]=[S:17])[CH:5]=[CH:4][C:3]=1[C:9]1[CH:14]=[CH:13][C:12]([F:15])=[CH:11][CH:10]=1. The yield is 0.880.